This data is from Forward reaction prediction with 1.9M reactions from USPTO patents (1976-2016). The task is: Predict the product of the given reaction. Given the reactants FC(F)(F)S(O[C@H:7]1[C@H:12]([NH:13][C:14]([O:16][C:17]([CH3:20])([CH3:19])[CH3:18])=[O:15])[CH2:11][CH2:10][CH2:9][C:8]1([F:22])[F:21])(=O)=O.[N-:25]=[N+:26]=[N-:27].[Na+], predict the reaction product. The product is: [C:17]([O:16][C:14](=[O:15])[NH:13][C@@H:12]1[CH2:11][CH2:10][CH2:9][C:8]([F:22])([F:21])[C@@H:7]1[N:25]=[N+:26]=[N-:27])([CH3:20])([CH3:19])[CH3:18].